From a dataset of Forward reaction prediction with 1.9M reactions from USPTO patents (1976-2016). Predict the product of the given reaction. (1) Given the reactants Br[C:2]1[CH:3]=[N:4][C:5]([NH:8][CH2:9][CH2:10][CH2:11][O:12][C:13]2[CH:14]=[C:15]3[C:19](=[CH:20][CH:21]=2)[C@H:18]([CH2:22][C:23]([O:25]CC)=[O:24])[CH2:17][CH2:16]3)=[N:6][CH:7]=1.[CH2:28]([C:30]1[CH:35]=[CH:34][C:33](B(O)O)=[CH:32][CH:31]=1)[CH3:29].[CH2:39](Cl)Cl.C([O-])([O-])=O.[Na+].[Na+].[Li+].[OH-], predict the reaction product. The product is: [CH2:28]([C:30]1[CH:35]=[CH:34][C:33]([C:2]2[CH:3]=[N:4][C:5]([N:8]([CH3:39])[CH2:9][CH2:10][CH2:11][O:12][C:13]3[CH:14]=[C:15]4[C:19](=[CH:20][CH:21]=3)[C@H:18]([CH2:22][C:23]([OH:25])=[O:24])[CH2:17][CH2:16]4)=[N:6][CH:7]=2)=[CH:32][CH:31]=1)[CH3:29]. (2) The product is: [CH3:11][O:12][C:13]1[CH:18]=[CH:17][C:16]([S:19][C:2]2[N:7]=[C:6]([CH3:8])[C:5]([CH:9]=[O:10])=[CH:4][CH:3]=2)=[CH:15][CH:14]=1. Given the reactants Br[C:2]1[N:7]=[C:6]([CH3:8])[C:5]([CH:9]=[O:10])=[CH:4][CH:3]=1.[CH3:11][O:12][C:13]1[CH:18]=[CH:17][C:16]([SH:19])=[CH:15][CH:14]=1.C([O-])([O-])=O.[K+].[K+], predict the reaction product. (3) The product is: [C:7]([CH:3]1[O:4][CH2:5][CH2:6][N:1]([C:17]([O:18][CH2:19][C:20]2[CH:25]=[CH:24][CH:23]=[CH:22][CH:21]=2)=[O:26])[CH2:2]1)(=[O:9])[CH3:8]. Given the reactants [NH:1]1[CH2:6][CH2:5][O:4][CH:3]([C:7](=[O:9])[CH3:8])[CH2:2]1.C(N(CC)CC)C.[C:17](Cl)(=[O:26])[O:18][CH2:19][C:20]1[CH:25]=[CH:24][CH:23]=[CH:22][CH:21]=1.O, predict the reaction product. (4) Given the reactants [Br:1][C:2]1[CH:24]=[CH:23][C:5]2[C:6]([NH:16][CH:17]([CH3:22])[C:18]([CH3:21])([CH3:20])[CH3:19])=[N:7][C:8]3[C:9](I)=[CH:10][NH:11][C:12](=[O:14])[C:13]=3[C:4]=2[CH:3]=1.O1C=CC=C1P(C1OC=CC=1)C1OC=CC=1.C(NC(C)C)(C)C.[CH:48]1([C:51]#[CH:52])[CH2:50][CH2:49]1, predict the reaction product. The product is: [Br:1][C:2]1[CH:24]=[CH:23][C:5]2[C:6]([NH:16][CH:17]([CH3:22])[C:18]([CH3:21])([CH3:20])[CH3:19])=[N:7][C:8]3[C:9]([C:52]#[C:51][CH:48]4[CH2:50][CH2:49]4)=[CH:10][NH:11][C:12](=[O:14])[C:13]=3[C:4]=2[CH:3]=1. (5) Given the reactants [CH3:1][O:2][C:3]1[CH:24]=[CH:23][CH:22]=[CH:21][C:4]=1[CH2:5][N:6]1[C:14](=[O:15])[C:13]2[C:8](=[CH:9][CH:10]=[CH:11][CH:12]=2)[CH:7]1[C:16]([O:18]CC)=[O:17].Cl, predict the reaction product. The product is: [CH3:1][O:2][C:3]1[CH:24]=[CH:23][CH:22]=[CH:21][C:4]=1[CH2:5][N:6]1[C:14](=[O:15])[C:13]2[C:8](=[CH:9][CH:10]=[CH:11][CH:12]=2)[CH:7]1[C:16]([OH:18])=[O:17]. (6) Given the reactants [Mg].[Li+].[Cl-].CC(C[AlH]CC(C)C)C.Br[C:14]1[CH:15]=[C:16]([O:22][CH3:23])[C:17]([F:21])=[C:18]([F:20])[CH:19]=1.[Br:24][C:25]1[CH:26]=[C:27]([C:31]([C:39]2[CH:44]=[CH:43][CH:42]=[C:41]([F:45])[C:40]=2[C:46]#[N:47])=[N:32]S(C(C)(C)C)=O)[CH:28]=[CH:29][CH:30]=1.Cl, predict the reaction product. The product is: [Br:24][C:25]1[CH:26]=[C:27]([C:31]2([C:14]3[CH:15]=[C:16]([O:22][CH3:23])[C:17]([F:21])=[C:18]([F:20])[CH:19]=3)[C:39]3[C:40](=[C:41]([F:45])[CH:42]=[CH:43][CH:44]=3)[C:46]([NH2:47])=[N:32]2)[CH:28]=[CH:29][CH:30]=1. (7) Given the reactants [C:1]([NH:5][C:6]1[C:7]([NH2:21])=[CH:8][C:9](B2OC(C)(C)C(C)(C)O2)=[CH:10][CH:11]=1)([CH3:4])([CH3:3])[CH3:2].Br[C:23]1[CH:24]=[C:25]2[CH2:31][CH2:30][NH:29][C:26]2=[N:27][CH:28]=1.C([O-])([O-])=O.[K+].[K+], predict the reaction product. The product is: [C:1]([NH:5][C:6]1[C:7]([NH2:21])=[CH:8][C:9]([C:23]2[CH:24]=[C:25]3[CH2:31][CH2:30][NH:29][C:26]3=[N:27][CH:28]=2)=[CH:10][CH:11]=1)([CH3:2])([CH3:3])[CH3:4].